From a dataset of Full USPTO retrosynthesis dataset with 1.9M reactions from patents (1976-2016). Predict the reactants needed to synthesize the given product. (1) Given the product [CH3:1][C:2]1[N:9]2[C:5]([S:6][C:7]([C:10]([N:47]3[CH2:48][CH2:49][CH2:50][CH:46]3[C:40]3[CH:45]=[CH:44][CH:43]=[CH:42][CH:41]=3)=[O:12])=[N:8]2)=[CH:4][N:3]=1, predict the reactants needed to synthesize it. The reactants are: [CH3:1][C:2]1[N:9]2[C:5]([S:6][C:7]([C:10]([OH:12])=O)=[N:8]2)=[CH:4][N:3]=1.C(N(C(C)C)CC)(C)C.C(P1(=O)OP(CCC)(=O)OP(CCC)(=O)O1)CC.[C:40]1([CH:46]2[CH2:50][CH2:49][CH2:48][NH:47]2)[CH:45]=[CH:44][CH:43]=[CH:42][CH:41]=1. (2) Given the product [CH:8]([C:5]1[CH:6]=[CH:7][C:2]([N:11]2[CH:16]=[C:15]([C:17]3[CH:18]=[C:19]([CH:23]=[CH:24][CH:25]=3)[C:20]([OH:22])=[O:21])[N:13]=[N:12]2)=[CH:3][CH:4]=1)([CH3:10])[CH3:9], predict the reactants needed to synthesize it. The reactants are: I[C:2]1[CH:7]=[CH:6][C:5]([CH:8]([CH3:10])[CH3:9])=[CH:4][CH:3]=1.[N-:11]=[N+:12]=[N-:13].[Na+].[C:15]([C:17]1[CH:18]=[C:19]([CH:23]=[CH:24][CH:25]=1)[C:20]([OH:22])=[O:21])#[CH:16].CNCCNC.CCN(CC)CC.O=C1O[C@H]([C@H](CO)O)C([O-])=C1O.[Na+].Cl.